From a dataset of Reaction yield outcomes from USPTO patents with 853,638 reactions. Predict the reaction yield, written as a fraction of the theoretical maximum amount of product (1.0 means a 100% yield; for example, 0.34 means a 34% yield). (1) The reactants are [CH3:1][N:2]1[CH:6]=[CH:5][CH:4]=[C:3]1[CH:7]=[O:8].[N+:9]([O-])([OH:11])=[O:10].[OH-].[Na+]. The catalyst is C(O)(=O)C. The product is [CH3:1][N:2]1[CH:6]=[C:5]([N+:9]([O-:11])=[O:10])[CH:4]=[C:3]1[CH:7]=[O:8]. The yield is 0.496. (2) The reactants are C(O)(=O)C.[CH3:5][O:6][C:7]1[CH:19]=[C:18]([N+:20]([O-:22])=[O:21])[CH:17]=[CH:16][C:8]=1[O:9][CH:10]1[CH2:15][CH2:14][NH:13][CH2:12][CH2:11]1.[CH3:23][C:24]([CH3:26])=O.C([BH3-])#N.[Na+]. The product is [CH:24]([N:13]1[CH2:14][CH2:15][CH:10]([O:9][C:8]2[CH:16]=[CH:17][C:18]([N+:20]([O-:22])=[O:21])=[CH:19][C:7]=2[O:6][CH3:5])[CH2:11][CH2:12]1)([CH3:26])[CH3:23]. The catalyst is CO. The yield is 0.970. (3) The reactants are Br[C:2]1[CH:18]=[CH:17][C:5]([O:6][C:7]2[CH:14]=[CH:13][C:10]([C:11]#[N:12])=[C:9]([O:15][CH3:16])[N:8]=2)=[C:4]([F:19])[C:3]=1[CH:20]1[O:24][CH2:23][CH2:22][O:21]1.C([O-])(=O)C.[K+].[B:30]1([B:30]2[O:34][C:33]([CH3:36])([CH3:35])[C:32]([CH3:38])([CH3:37])[O:31]2)[O:34][C:33]([CH3:36])([CH3:35])[C:32]([CH3:38])([CH3:37])[O:31]1. The catalyst is O1CCOCC1.C1(P(C2C=CC=CC=2)[C-]2C=CC=C2)C=CC=CC=1.[C-]1(P(C2C=CC=CC=2)C2C=CC=CC=2)C=CC=C1.[Fe+2].Cl[Pd]Cl. The product is [O:21]1[CH2:22][CH2:23][O:24][CH:20]1[C:3]1[C:4]([F:19])=[C:5]([CH:17]=[CH:18][C:2]=1[B:30]1[O:34][C:33]([CH3:36])([CH3:35])[C:32]([CH3:38])([CH3:37])[O:31]1)[O:6][C:7]1[CH:14]=[CH:13][C:10]([C:11]#[N:12])=[C:9]([O:15][CH3:16])[N:8]=1. The yield is 0.850. (4) The reactants are [CH3:1][O:2][C:3]1[CH:8]=[CH:7][CH:6]=[CH:5][C:4]=1[C:9]1[CH:14]=[CH:13][C:12]([CH2:15][C:16](O)=[O:17])=[C:11]([N+:19]([O-])=O)[CH:10]=1. The catalyst is C(O)(=O)C.[Fe]. The product is [CH3:1][O:2][C:3]1[CH:8]=[CH:7][CH:6]=[CH:5][C:4]=1[C:9]1[CH:10]=[C:11]2[C:12]([CH2:15][C:16](=[O:17])[NH:19]2)=[CH:13][CH:14]=1. The yield is 0.690. (5) The reactants are Br[CH2:2][C:3](=[O:10])[CH2:4][NH:5][CH2:6][CH:7]1[CH2:9][CH2:8]1.[OH:11][C:12]1[CH:13]=[C:14]([CH:17]=[CH:18][CH:19]=1)[CH:15]=[O:16].C(=O)([O-])[O-].[Cs+].[Cs+]. The catalyst is CC(C)=O. The product is [CH:7]1([CH2:6][NH:5][CH2:4][C:3](=[O:10])[CH2:2][O:11][C:12]2[CH:13]=[C:14]([CH:17]=[CH:18][CH:19]=2)[CH:15]=[O:16])[CH2:9][CH2:8]1. The yield is 0.680.